From a dataset of NCI-60 drug combinations with 297,098 pairs across 59 cell lines. Regression. Given two drug SMILES strings and cell line genomic features, predict the synergy score measuring deviation from expected non-interaction effect. (1) Drug 1: CN1C(=O)N2C=NC(=C2N=N1)C(=O)N. Drug 2: C1C(C(OC1N2C=NC(=NC2=O)N)CO)O. Cell line: HL-60(TB). Synergy scores: CSS=20.6, Synergy_ZIP=-5.91, Synergy_Bliss=-3.46, Synergy_Loewe=-9.72, Synergy_HSA=-0.678. (2) Drug 1: C1=NC2=C(N1)C(=S)N=C(N2)N. Drug 2: C1=CC(=CC=C1C#N)C(C2=CC=C(C=C2)C#N)N3C=NC=N3. Cell line: MCF7. Synergy scores: CSS=33.2, Synergy_ZIP=-0.0320, Synergy_Bliss=-0.344, Synergy_Loewe=-9.36, Synergy_HSA=0.265. (3) Drug 1: C(CC(=O)O)C(=O)CN.Cl. Drug 2: C(CCl)NC(=O)N(CCCl)N=O. Cell line: SK-MEL-28. Synergy scores: CSS=12.2, Synergy_ZIP=-5.39, Synergy_Bliss=-1.76, Synergy_Loewe=-2.60, Synergy_HSA=-1.22.